This data is from Full USPTO retrosynthesis dataset with 1.9M reactions from patents (1976-2016). The task is: Predict the reactants needed to synthesize the given product. (1) Given the product [F:19][C:10]1[C:11]([F:18])=[CH:12][CH:13]=[C:14]([N+:15]([O-:17])=[O:16])[C:9]=1[CH2:5][C:6](=[O:8])[CH3:7], predict the reactants needed to synthesize it. The reactants are: C(OC(=O)[CH:5]([C:9]1[C:14]([N+:15]([O-:17])=[O:16])=[CH:13][CH:12]=[C:11]([F:18])[C:10]=1[F:19])[C:6](=[O:8])[CH3:7])C.Cl.C(O)(=O)C.C([O-])(O)=O.[Na+]. (2) Given the product [NH2:14][C:3]1[C:2]([C:29]2[CH:30]=[CH:31][C:26]([C:25]([NH:24][C@@H:17]([C:18]3[CH:23]=[CH:22][CH:21]=[CH:20][CH:19]=3)[CH2:16][OH:15])=[O:41])=[CH:27][CH:28]=2)=[N:7][C:6]([CH:8]2[CH2:13][CH2:12][O:11][CH2:10][CH2:9]2)=[CH:5][N:4]=1, predict the reactants needed to synthesize it. The reactants are: Br[C:2]1[C:3]([NH2:14])=[N:4][CH:5]=[C:6]([CH:8]2[CH2:13][CH2:12][O:11][CH2:10][CH2:9]2)[N:7]=1.[OH:15][CH2:16][C@@H:17]([NH:24][C:25](=[O:41])[C:26]1[CH:31]=[CH:30][C:29](B2OC(C)(C)C(C)(C)O2)=[CH:28][CH:27]=1)[C:18]1[CH:23]=[CH:22][CH:21]=[CH:20][CH:19]=1.O1CCOCC1.C([O-])([O-])=O.[Na+].[Na+]. (3) Given the product [C:24]([O:23][C:19]([C:20]1[N:3]=[N:2][N:1]([CH2:4][CH:5]([OH:18])[CH2:6][CH2:7][C:8]2[S:12][C:11]([C:13]([O:15][CH2:16][CH3:17])=[O:14])=[N:10][N:9]=2)[CH:21]=1)=[O:22])([CH3:27])([CH3:26])[CH3:25], predict the reactants needed to synthesize it. The reactants are: [N:1]([CH2:4][CH:5]([OH:18])[CH2:6][CH2:7][C:8]1[S:12][C:11]([C:13]([O:15][CH2:16][CH3:17])=[O:14])=[N:10][N:9]=1)=[N+:2]=[N-:3].[C:19]([O:23][C:24]([CH3:27])([CH3:26])[CH3:25])(=[O:22])[C:20]#[CH:21].O=C1O[C@H]([C@H](CO)O)C([O-])=C1O.[Na+].CC(O)(C)C.O. (4) Given the product [NH2:3][C:4]1[N:9]=[CH:8][N:7]=[C:6]2[N:10]([C:26]3[CH:27]=[CH:28][C:29]([CH2:30][OH:31])=[CH:32][CH:33]=3)[N:11]=[C:12]([C:13]3[CH:14]=[CH:15][C:16]([O:19][C:20]4[CH:25]=[CH:24][CH:23]=[CH:22][CH:21]=4)=[CH:17][CH:18]=3)[C:5]=12, predict the reactants needed to synthesize it. The reactants are: [BH4-].[Na+].[NH2:3][C:4]1[N:9]=[CH:8][N:7]=[C:6]2[N:10]([C:26]3[CH:33]=[CH:32][C:29]([CH:30]=[O:31])=[CH:28][CH:27]=3)[N:11]=[C:12]([C:13]3[CH:18]=[CH:17][C:16]([O:19][C:20]4[CH:25]=[CH:24][CH:23]=[CH:22][CH:21]=4)=[CH:15][CH:14]=3)[C:5]=12.C1COCC1. (5) Given the product [CH3:19][O:18][C:15]1[CH:16]=[CH:17][C:12]([CH2:11][O:10][CH:8]2[CH2:9][CH:5]([N:4]([CH2:21][CH:22]=[CH2:23])[CH2:1][CH:2]=[CH2:3])[CH:6]([NH2:26])[CH2:7]2)=[CH:13][CH:14]=1, predict the reactants needed to synthesize it. The reactants are: [CH2:1]([N:4]([CH2:21][CH:22]=[CH2:23])[CH:5]1[CH2:9][CH:8]([O:10][CH2:11][C:12]2[CH:17]=[CH:16][C:15]([O:18][CH3:19])=[CH:14][CH:13]=2)[CH2:7][CH:6]1O)[CH:2]=[CH2:3].C([N:26](CC)CC)C.CS(Cl)(=O)=O.[OH-].[NH4+]. (6) Given the product [CH:14]1[C:13]2[C:12](=[CH:9][C:10]3[C:3]([CH:4]=2)=[CH:2][CH:1]=[CH:6][CH:11]=3)[CH:17]=[CH:16][CH:15]=1, predict the reactants needed to synthesize it. The reactants are: [CH2:1]([C:6]1[CH:11]=[CH:10][C:9]([C:12]2[CH:17]=[CH:16][CH:15]=[CH:14][CH:13]=2)=CC=1)[CH2:2][CH2:3][CH2:4]C.C#C.BrC1C2C(C(Br)=C3C=1C=CC=C3)=CC=CC=2.C(NC(C)C)(C)C.